This data is from Forward reaction prediction with 1.9M reactions from USPTO patents (1976-2016). The task is: Predict the product of the given reaction. (1) Given the reactants COC1C=CC(P2(SP(C3C=CC(OC)=CC=3)(=S)S2)=[S:10])=CC=1.[C:23]12([NH:33][CH2:34][C:35]([NH:37][C:38]3[CH:42]=[CH:41][S:40][CH:39]=3)=O)[CH2:32][CH:27]3[CH2:28][CH:29]([CH2:31][CH:25]([CH2:26]3)[CH2:24]1)[CH2:30]2, predict the reaction product. The product is: [C:23]12([NH:33][CH2:34][C:35]([NH:37][C:38]3[CH:42]=[CH:41][S:40][CH:39]=3)=[S:10])[CH2:32][CH:27]3[CH2:28][CH:29]([CH2:31][CH:25]([CH2:26]3)[CH2:24]1)[CH2:30]2. (2) Given the reactants C1(P(C2CCCCC2)C2C=CC=CC=2C2C(C(C)C)=CC(C(C)C)=CC=2C(C)C)CCCCC1.[O:35]1[CH2:40][CH2:39][N:38]([C:41]2[N:46]=[C:45]([NH2:47])[CH:44]=[CH:43][CH:42]=2)[CH2:37][CH2:36]1.Cl[C:49]1[C:58]2[C:53](=[CH:54][C:55]([F:60])=[CH:56][C:57]=2[F:59])[N:52]=[C:51]([C:61]2[CH:66]=[C:65]([CH3:67])[CH:64]=[CH:63][N:62]=2)[C:50]=1[CH3:68].CC(C)([O-])C.[Na+], predict the reaction product. The product is: [F:59][C:57]1[CH:56]=[C:55]([F:60])[CH:54]=[C:53]2[C:58]=1[C:49]([NH:47][C:45]1[CH:44]=[CH:43][CH:42]=[C:41]([N:38]3[CH2:39][CH2:40][O:35][CH2:36][CH2:37]3)[N:46]=1)=[C:50]([CH3:68])[C:51]([C:61]1[CH:66]=[C:65]([CH3:67])[CH:64]=[CH:63][N:62]=1)=[N:52]2. (3) Given the reactants Cl[C:2]1[N:11]=[C:10]([NH:12][CH2:13][C:14]2[CH:19]=[CH:18][C:17]([NH:20][C:21](=[O:29])[C:22]3[CH:27]=[CH:26][C:25]([F:28])=[CH:24][CH:23]=3)=[CH:16][CH:15]=2)[C:9]2[C:4](=[CH:5][CH:6]=[CH:7][CH:8]=2)[N:3]=1.Cl.[NH:31]1[CH2:34][CH2:33][CH2:32]1, predict the reaction product. The product is: [N:31]1([C:2]2[N:11]=[C:10]([NH:12][CH2:13][C:14]3[CH:15]=[CH:16][C:17]([NH:20][C:21](=[O:29])[C:22]4[CH:23]=[CH:24][C:25]([F:28])=[CH:26][CH:27]=4)=[CH:18][CH:19]=3)[C:9]3[C:4](=[CH:5][CH:6]=[CH:7][CH:8]=3)[N:3]=2)[CH2:34][CH2:33][CH2:32]1.